This data is from Full USPTO retrosynthesis dataset with 1.9M reactions from patents (1976-2016). The task is: Predict the reactants needed to synthesize the given product. (1) Given the product [Cl:1][C:2]1[CH:3]=[C:4]([OH:16])[CH:5]=[C:6]2[C:10]=1[NH:9][C:8]([C:11]([O:13][CH2:14][CH3:15])=[O:12])=[CH:7]2, predict the reactants needed to synthesize it. The reactants are: [Cl:1][C:2]1[CH:3]=[C:4]([O:16]C)[CH:5]=[C:6]2[C:10]=1[NH:9][C:8]([C:11]([O:13][CH2:14][CH3:15])=[O:12])=[CH:7]2.B(Br)(Br)Br.O.[OH-].[Na+]. (2) The reactants are: Br[C:2]1[N:7]=[C:6]([C:8]([O:10][CH3:11])=[O:9])[CH:5]=[CH:4][C:3]=1[F:12].[F:13][C:14]1[CH:19]=[C:18]([O:20][CH2:21][CH2:22][O:23][CH3:24])[CH:17]=[C:16]([F:25])[C:15]=1B1OC(C)(C)C(C)(C)O1. Given the product [F:13][C:14]1[CH:19]=[C:18]([O:20][CH2:21][CH2:22][O:23][CH3:24])[CH:17]=[C:16]([F:25])[C:15]=1[C:2]1[N:7]=[C:6]([C:8]([O:10][CH3:11])=[O:9])[CH:5]=[CH:4][C:3]=1[F:12], predict the reactants needed to synthesize it. (3) Given the product [N+:16]([C:13]1[CH:14]=[CH:15][C:10]([N:1]2[CH:6]=[CH:5][C:4](=[O:7])[NH:3][C:2]2=[O:8])=[CH:11][CH:12]=1)([O-:18])=[O:17], predict the reactants needed to synthesize it. The reactants are: [NH:1]1[CH:6]=[CH:5][C:4](=[O:7])[NH:3][C:2]1=[O:8].F[C:10]1[CH:15]=[CH:14][C:13]([N+:16]([O-:18])=[O:17])=[CH:12][CH:11]=1.C([O-])([O-])=O.[Cs+].[Cs+].O. (4) Given the product [F:18][C:19]1[CH:24]=[CH:23][C:22]([O:25][C:2]2[C:11]3[C:6](=[CH:7][CH:8]=[CH:9][CH:10]=3)[CH:5]=[C:4]([NH:12][C:13]3[CH:17]=[CH:16][NH:15][N:14]=3)[N:3]=2)=[CH:21][CH:20]=1, predict the reactants needed to synthesize it. The reactants are: Cl[C:2]1[C:11]2[C:6](=[CH:7][CH:8]=[CH:9][CH:10]=2)[CH:5]=[C:4]([NH:12][C:13]2[CH:17]=[CH:16][NH:15][N:14]=2)[N:3]=1.[F:18][C:19]1[CH:24]=[CH:23][C:22]([OH:25])=[CH:21][CH:20]=1. (5) Given the product [F:1][C:2]([F:14])([F:15])[C:3]1[CH:8]=[C:7]([C:9]([F:11])([F:12])[F:10])[CH:6]=[CH:5][C:4]=1[O:13][C:22]1[CH:21]=[CH:20][C:19]([N+:24]([O-:26])=[O:25])=[CH:18][C:17]=1[F:16], predict the reactants needed to synthesize it. The reactants are: [F:1][C:2]([F:15])([F:14])[C:3]1[CH:8]=[C:7]([C:9]([F:12])([F:11])[F:10])[CH:6]=[CH:5][C:4]=1[OH:13].[F:16][C:17]1[CH:18]=[C:19]([N+:24]([O-:26])=[O:25])[CH:20]=[CH:21][C:22]=1F. (6) Given the product [N:4]1[C:8]2[C:9]3[CH:10]=[CH:11][CH:12]=[CH:13][C:14]=3[O:15][CH2:16][C:7]=2[S:6][C:5]=1[NH:17][C:19](=[O:26])[C:20]1[CH:25]=[CH:24][N:23]=[CH:22][CH:21]=1, predict the reactants needed to synthesize it. The reactants are: [H-].[Na+].I.[N:4]1[C:8]2[C:9]3[CH:10]=[CH:11][CH:12]=[CH:13][C:14]=3[O:15][CH2:16][C:7]=2[S:6][C:5]=1[NH2:17].Cl.[C:19](Cl)(=[O:26])[C:20]1[CH:25]=[CH:24][N:23]=[CH:22][CH:21]=1. (7) Given the product [CH:13]1([N:3]2[C:2](=[O:1])[N:6](/[CH:7]=[CH:8]/[C:9]([O:11][CH3:12])=[O:10])[N:5]=[N:4]2)[CH2:17][CH2:16][CH2:15][CH2:14]1, predict the reactants needed to synthesize it. The reactants are: [O:1]=[C:2]1[N:6](/[CH:7]=[CH:8]/[C:9]([O:11][CH3:12])=[O:10])[N:5]=[N:4][NH:3]1.[CH:13]1(I)[CH2:17][CH2:16][CH2:15][CH2:14]1.CCN(C(C)C)C(C)C. (8) Given the product [CH3:22][O:21][C:18]1[CH:17]=[CH:16][C:15]([CH2:14][N:8]2[CH:9]=[C:10]([N+:11]([O-:13])=[O:12])[C:6]([C:4]([OH:5])=[O:3])=[N:7]2)=[CH:20][CH:19]=1, predict the reactants needed to synthesize it. The reactants are: C([O:3][C:4]([C:6]1[C:10]([N+:11]([O-:13])=[O:12])=[CH:9][N:8]([CH2:14][C:15]2[CH:20]=[CH:19][C:18]([O:21][CH3:22])=[CH:17][CH:16]=2)[N:7]=1)=[O:5])C.